This data is from hERG Central: cardiac toxicity at 1µM, 10µM, and general inhibition. The task is: Predict hERG channel inhibition at various concentrations. (1) The molecule is CC(OC(=O)c1cccs1)C(=O)NC1CCCCC1C. Results: hERG_inhib (hERG inhibition (general)): blocker. (2) The drug is CN1CCN(C(=O)/C(=C\c2cccs2)NC(=O)c2ccccc2)CC1. Results: hERG_inhib (hERG inhibition (general)): blocker.